This data is from Forward reaction prediction with 1.9M reactions from USPTO patents (1976-2016). The task is: Predict the product of the given reaction. (1) Given the reactants [OH:1][CH2:2][C:3]1[CH:8]=[CH:7][N:6]=[C:5]([C:9]([O:11][CH2:12][CH3:13])=[O:10])[CH:4]=1.[Cl:14][C:15]1[CH:16]=[C:17](O)[CH:18]=[CH:19][CH:20]=1.C(OC(N1CCCC(COC2C=CC=CC=2Cl)C1)=O)(C)(C)C, predict the reaction product. The product is: [Cl:14][C:15]1[CH:20]=[C:19]([CH:18]=[CH:17][CH:16]=1)[O:1][CH2:2][C:3]1[CH:8]=[CH:7][N:6]=[C:5]([C:9]([O:11][CH2:12][CH3:13])=[O:10])[CH:4]=1. (2) Given the reactants BrC1C=CC([Cl:9])=C(C)C=1.CN1C2CC(CC1CC2)=O.Cl.[Cl:21][C:22]1[CH:27]=[CH:26][C:25]([C:28]2(O)[CH2:34][CH:33]3[N:35]([CH3:36])[CH:30]([CH2:31][CH2:32]3)[CH2:29]2)=[CH:24][C:23]=1[CH3:38].N, predict the reaction product. The product is: [ClH:9].[Cl:21][C:22]1[CH:27]=[CH:26][C:25]([C:28]2[CH2:29][CH:30]3[N:35]([CH3:36])[CH:33]([CH2:32][CH2:31]3)[CH:34]=2)=[CH:24][C:23]=1[CH3:38]. (3) Given the reactants [CH3:1][O:2][C:3]1[CH:8]=[C:7]([O:9][CH3:10])[CH:6]=[CH:5][C:4]=1[NH:11][C:12]1[N:23]=[CH:22][CH:21]=[CH:20][C:13]=1[C:14]([NH:16][CH2:17][C:18]#[CH:19])=[O:15].[N:24]([CH2:27][C:28]1[CH:33]=[CH:32][C:31]([F:34])=[CH:30][CH:29]=1)=[N+:25]=[N-:26].O.O=C1O[C@H]([C@H](CO)O)C([O-])=C1O.[Na+], predict the reaction product. The product is: [CH3:1][O:2][C:3]1[CH:8]=[C:7]([O:9][CH3:10])[CH:6]=[CH:5][C:4]=1[NH:11][C:12]1[N:23]=[CH:22][CH:21]=[CH:20][C:13]=1[C:14]([NH:16][CH2:17][C:18]1[N:26]=[N:25][N:24]([CH2:27][C:28]2[CH:33]=[CH:32][C:31]([F:34])=[CH:30][CH:29]=2)[CH:19]=1)=[O:15]. (4) Given the reactants [CH3:1][N:2]1[C:6]([C:7]2[CH:8]=[C:9]3[N:15]([CH2:16][C:17]4([F:25])[CH2:22][CH2:21][C:20]([F:24])([F:23])[CH2:19][CH2:18]4)[CH:14]=[CH:13][C:10]3=[N:11][CH:12]=2)=[C:5]([CH3:26])[N:4]=[N:3]1.[Br:27]N1C(=O)CCC1=O, predict the reaction product. The product is: [Br:27][C:13]1[C:10]2=[N:11][CH:12]=[C:7]([C:6]3[N:2]([CH3:1])[N:3]=[N:4][C:5]=3[CH3:26])[CH:8]=[C:9]2[N:15]([CH2:16][C:17]2([F:25])[CH2:22][CH2:21][C:20]([F:23])([F:24])[CH2:19][CH2:18]2)[CH:14]=1. (5) Given the reactants [O:1]1[CH:5]=[CH:4][C:3]([C:6]#[N:7])=[CH:2]1.[CH2:8]([Mg]Br)[CH3:9].B(F)(F)F.CCOCC.[OH-].[Na+], predict the reaction product. The product is: [O:1]1[CH:5]=[CH:4][C:3]([C:6]2([NH2:7])[CH2:9][CH2:8]2)=[CH:2]1. (6) The product is: [CH:51]1[N:50]=[CH:49][N:45]2[CH:46]=[CH:47][CH:48]=[C:43]([C:11]3[N:12]=[C:7]([N:1]4[CH2:6][CH2:5][O:4][CH2:3][CH2:2]4)[C:8]4[S:28][C:27]([CH2:29][N:30]5[CH2:35][CH2:34][N:33]([C:36]([CH3:40])([CH3:41])[C:37]([NH2:39])=[O:38])[CH2:32][CH2:31]5)=[CH:26][C:9]=4[N:10]=3)[C:44]=12. Given the reactants [N:1]1([C:7]2[C:8]3[S:28][C:27]([CH2:29][N:30]4[CH2:35][CH2:34][N:33]([C:36]([CH3:41])([CH3:40])[C:37]([NH2:39])=[O:38])[CH2:32][CH2:31]4)=[CH:26][C:9]=3[N:10]=[C:11]([Sn](CCCC)(CCCC)CCCC)[N:12]=2)[CH2:6][CH2:5][O:4][CH2:3][CH2:2]1.Br[C:43]1[C:44]2[N:45]([CH:49]=[N:50][CH:51]=2)[CH:46]=[CH:47][CH:48]=1, predict the reaction product. (7) Given the reactants [CH3:1][O:2][C:3](=[O:12])[C:4]1[CH:9]=[CH:8][C:7]([OH:10])=[CH:6][C:5]=1[CH3:11].[Na+].[I-].C([O-])([O-])=O.[K+].[K+].Br[CH2:22][CH:23]1[CH2:25][CH2:24]1, predict the reaction product. The product is: [CH3:1][O:2][C:3](=[O:12])[C:4]1[CH:9]=[CH:8][C:7]([O:10][CH2:22][CH:23]2[CH2:25][CH2:24]2)=[CH:6][C:5]=1[CH3:11]. (8) Given the reactants [Br:1][C:2]1[CH:7]=[CH:6][CH:5]=[C:4]([CH2:8]Cl)[N:3]=1.[CH2:10]([O:12][C:13]([CH:15]1[CH2:20][CH2:19][N:18]([C:21](=[S:23])[NH2:22])[CH2:17][CH2:16]1)=[O:14])[CH3:11].[CH2:24](N(CC)CC)C, predict the reaction product. The product is: [CH2:10]([O:12][C:13]([CH:15]1[CH2:20][CH2:19][N:18]([C:21]2[S:23][C:8]([C:4]3[CH:5]=[CH:6][CH:7]=[C:2]([Br:1])[N:3]=3)=[CH:24][N:22]=2)[CH2:17][CH2:16]1)=[O:14])[CH3:11].